This data is from Catalyst prediction with 721,799 reactions and 888 catalyst types from USPTO. The task is: Predict which catalyst facilitates the given reaction. (1) Reactant: [CH:1]([N:14]1[CH2:19][CH2:18][NH:17][CH2:16][CH2:15]1)([C:8]1[CH:13]=[CH:12][CH:11]=[CH:10][CH:9]=1)[C:2]1[CH:7]=[CH:6][CH:5]=[CH:4][CH:3]=1.CCN(CC)CC.[Cl:27][CH2:28][C:29](Cl)=[O:30].O. Product: [CH:1]([N:14]1[CH2:19][CH2:18][N:17]([C:29](=[O:30])[CH2:28][Cl:27])[CH2:16][CH2:15]1)([C:8]1[CH:13]=[CH:12][CH:11]=[CH:10][CH:9]=1)[C:2]1[CH:7]=[CH:6][CH:5]=[CH:4][CH:3]=1. The catalyst class is: 2. (2) Reactant: [Br:1][C:2]1[CH:3]=[C:4]([CH2:8][CH2:9]N)[CH:5]=[N:6][CH:7]=1.C([N:14](CC)C(C)C)(C)C.[CH2:20]([S:22](Cl)(=[O:24])=[O:23])[CH3:21]. Product: [Br:1][C:2]1[CH:3]=[C:4]([C@H:8]([NH:14][S:22]([CH2:20][CH3:21])(=[O:24])=[O:23])[CH3:9])[CH:5]=[N:6][CH:7]=1. The catalyst class is: 2.